From a dataset of Full USPTO retrosynthesis dataset with 1.9M reactions from patents (1976-2016). Predict the reactants needed to synthesize the given product. (1) Given the product [CH2:1]([O:3][C:4](=[O:25])[CH2:5][CH2:6][CH2:7][N:8]1[C:13]2[CH:14]=[CH:15][CH:16]=[C:17]([CH:18]([CH3:20])[CH3:19])[C:12]=2[O:11][CH:10]([CH:21]([CH3:23])[CH3:22])[C:9]1=[S:35])[CH3:2], predict the reactants needed to synthesize it. The reactants are: [CH2:1]([O:3][C:4](=[O:25])[CH2:5][CH2:6][CH2:7][N:8]1[C:13]2[CH:14]=[CH:15][CH:16]=[C:17]([CH:18]([CH3:20])[CH3:19])[C:12]=2[O:11][CH:10]([CH:21]([CH3:23])[CH3:22])[C:9]1=O)[CH3:2].COC1C=CC(P2(SP(C3C=CC(OC)=CC=3)(=S)S2)=[S:35])=CC=1.C(=O)([O-])O.[Na+]. (2) Given the product [CH:1]([O:4][C:5]1[CH:6]=[C:7]2[C:12](=[CH:13][C:14]=1[C:24]([OH:23])=[O:25])[NH:11][CH:10]=[CH:9][C:8]2=[O:15])([CH3:2])[CH3:3], predict the reactants needed to synthesize it. The reactants are: [CH:1]([O:4][C:5]1[CH:14]=[CH:13][C:12]2[NH:11][CH:10]=[CH:9][C:8](=[O:15])[C:7]=2[C:6]=1C(OC)=O)([CH3:3])[CH3:2].C1[CH2:24][O:23]CC1.[OH2:25].[OH-].[Li+]. (3) Given the product [OH:33][C:27]1[N:24]([CH3:25])[N:37]=[CH:35][C:28]=1[C:4]([C:3]1[C:2]([CH3:1])=[N:16][C:15]([N:17]2[CH:21]=[N:20][CH:19]=[N:18]2)=[CH:14][CH:13]=1)=[O:6], predict the reactants needed to synthesize it. The reactants are: [CH3:1][C:2]1[N:16]=[C:15]([N:17]2[CH:21]=[N:20][CH:19]=[N:18]2)[CH:14]=[CH:13][C:3]=1[C:4]([O:6]C1N(C)N=CC=1)=O.C([N:24]([CH2:27][CH3:28])[CH2:25]C)C.CC(C)([OH:33])C#N.[C:35](#[N:37])C. (4) Given the product [Cl:1][C:2]1[CH:7]=[CH:6][C:5]([NH:8][C:9]2[N:10]=[C:11]([CH3:17])[CH:30]=[CH:29][N:15]=2)=[CH:4][C:3]=1[O:16][CH2:24][CH:25]=[C:26]([CH3:28])[CH3:27], predict the reactants needed to synthesize it. The reactants are: [Cl:1][C:2]1[CH:7]=[CH:6][C:5]([NH:8][C:9]2([NH2:15])C=CN=[CH:11][NH:10]2)=[CH:4][C:3]=1[OH:16].[C:17]([O-])([O-])=O.[Cs+].[Cs+].Br[CH2:24][CH:25]=[C:26]([CH3:28])[CH3:27].[CH3:29][C:30](C)=O. (5) Given the product [CH2:28]([NH:31][C:21](=[O:22])[C:20]1[CH:24]=[CH:25][CH:26]=[CH:27][C:19]=1[NH:18][C:14]1[CH:13]=[C:12]2[C:17]([C:9](/[CH:8]=[CH:7]/[C:2]3[CH:3]=[CH:4][CH:5]=[CH:6][N:1]=3)=[N:10][NH:11]2)=[CH:16][CH:15]=1)[C:29]#[CH:30], predict the reactants needed to synthesize it. The reactants are: [N:1]1[CH:6]=[CH:5][CH:4]=[CH:3][C:2]=1[C:7]#[C:8][C:9]1[C:17]2[C:12](=[CH:13][C:14]([NH:18][C:19]3[CH:27]=[CH:26][CH:25]=[CH:24][C:20]=3[C:21](O)=[O:22])=[CH:15][CH:16]=2)[NH:11][N:10]=1.[CH2:28]([NH2:31])[C:29]#[CH:30].C(N(CC)CC)C.CN(C(ON1N=NC2C=CC=NC1=2)=[N+](C)C)C.F[P-](F)(F)(F)(F)F.